From a dataset of Reaction yield outcomes from USPTO patents with 853,638 reactions. Predict the reaction yield, written as a fraction of the theoretical maximum amount of product (1.0 means a 100% yield; for example, 0.34 means a 34% yield). (1) The reactants are [CH2:1]([N:8]1[CH2:12][C@@H:11]([C:13]2[CH:18]=[CH:17][CH:16]=[CH:15][CH:14]=2)[C@H:10]([N+:19]([O-])=O)[CH2:9]1)[C:2]1[CH:7]=[CH:6][CH:5]=[CH:4][CH:3]=1.Cl.[NH4+].[OH-]. The catalyst is CCO.[Zn]. The product is [CH2:1]([N:8]1[CH2:12][C@@H:11]([C:13]2[CH:14]=[CH:15][CH:16]=[CH:17][CH:18]=2)[C@H:10]([NH2:19])[CH2:9]1)[C:2]1[CH:3]=[CH:4][CH:5]=[CH:6][CH:7]=1. The yield is 1.00. (2) The reactants are [CH:1]1[CH:2]=[CH:3][C:4]2[O:10][C:8](=[O:9])[NH:7][C:5]=2[CH:6]=1.[H-].[Na+].Br[CH2:14][C:15]([O:17][C:18]([CH3:21])([CH3:20])[CH3:19])=[O:16]. The catalyst is CN(C=O)C.C(OCC)(=O)C. The product is [C:18]([O:17][C:15](=[O:16])[CH2:14][N:7]1[C:5]2[CH:6]=[CH:1][CH:2]=[CH:3][C:4]=2[O:10][C:8]1=[O:9])([CH3:21])([CH3:20])[CH3:19]. The yield is 0.880.